This data is from Full USPTO retrosynthesis dataset with 1.9M reactions from patents (1976-2016). The task is: Predict the reactants needed to synthesize the given product. (1) Given the product [Br:21][C:22]1[CH:23]=[C:24]([CH3:35])[C:25]([N:28]2[CH2:33][CH2:32][N:31]([C:2]3[CH:7]=[C:6]([C:8]4[CH:13]=[CH:12][C:11]([F:14])=[CH:10][CH:9]=4)[N:5]=[C:4]([N:15]4[CH2:19][CH2:18][CH2:17][CH:16]4[CH3:20])[N:3]=3)[C@H:30]([CH3:34])[CH2:29]2)=[N:26][CH:27]=1, predict the reactants needed to synthesize it. The reactants are: Cl[C:2]1[CH:7]=[C:6]([C:8]2[CH:13]=[CH:12][C:11]([F:14])=[CH:10][CH:9]=2)[N:5]=[C:4]([N:15]2[CH2:19][CH2:18][CH2:17][CH:16]2[CH3:20])[N:3]=1.[Br:21][C:22]1[CH:23]=[C:24]([CH3:35])[C:25]([N:28]2[CH2:33][CH2:32][NH:31][C@H:30]([CH3:34])[CH2:29]2)=[N:26][CH:27]=1.C([O-])(O)=O.[Na+]. (2) Given the product [Cl:1][C:2]1[CH:10]=[CH:9][CH:8]=[C:7]2[C:3]=1[C:4]([C:16]([NH:19][CH2:20][C:21]1([OH:29])[CH2:22][CH2:23][C:24]([F:28])([F:27])[CH2:25][CH2:26]1)=[O:18])=[CH:5][N:6]2[CH2:11][C:12]([F:13])([F:14])[F:15], predict the reactants needed to synthesize it. The reactants are: [Cl:1][C:2]1[CH:10]=[CH:9][CH:8]=[C:7]2[C:3]=1[C:4]([C:16]([OH:18])=O)=[CH:5][N:6]2[CH2:11][C:12]([F:15])([F:14])[F:13].[NH2:19][CH2:20][C:21]1([OH:29])[CH2:26][CH2:25][C:24]([F:28])([F:27])[CH2:23][CH2:22]1.CCN=C=NCCCN(C)C.C1C=CC2N(O)N=NC=2C=1. (3) Given the product [CH3:3][C@H:2]([NH:1][CH3:18])[CH2:4][C:5]1[CH:10]=[CH:9][CH:8]=[CH:7][CH:6]=1, predict the reactants needed to synthesize it. The reactants are: [NH2:1][CH:2]([CH2:4][C:5]1[CH:10]=[CH:9][CH:8]=[CH:7][CH:6]=1)[CH3:3].[H-].[Al+3].[Li+].[H-].[H-].[H-].O.[CH:18](OCC)=O. (4) The reactants are: [O:1]1[C:8]2[CH:7]=[C:6]([C:9]([OH:11])=[O:10])[NH:5][C:4]=2[CH:3]=[CH:2]1.[C:12](=[O:22])([O:18][CH:19](Cl)[CH3:20])[O:13][C:14]([CH3:17])([CH3:16])[CH3:15]. Given the product [O:1]1[C:8]2[CH:7]=[C:6]([C:9]([O:11][CH:19]([O:18][C:12]([O:13][C:14]([CH3:17])([CH3:16])[CH3:15])=[O:22])[CH3:20])=[O:10])[NH:5][C:4]=2[CH:3]=[CH:2]1, predict the reactants needed to synthesize it. (5) Given the product [F:40][C:30]1[CH:29]=[C:28]([N:24]2[CH2:23][C@H:22]([CH2:21][N:18]3[CH:3]=[C:2]([CH2:1][OH:4])[N:20]=[N:19]3)[O:26][C:25]2=[O:27])[CH:33]=[CH:32][C:31]=1[N:34]1[CH:38]=[C:37]([CH3:39])[N:36]=[CH:35]1, predict the reactants needed to synthesize it. The reactants are: [CH2:1]([OH:4])[C:2]#[CH:3].O=C1O[C@H]([C@H](CO)O)C([O-])=C1O.[Na+].[N:18]([CH2:21][C@@H:22]1[O:26][C:25](=[O:27])[N:24]([C:28]2[CH:33]=[CH:32][C:31]([N:34]3[CH:38]=[C:37]([CH3:39])[N:36]=[CH:35]3)=[C:30]([F:40])[CH:29]=2)[CH2:23]1)=[N+:19]=[N-:20].